From a dataset of Peptide-MHC class II binding affinity with 134,281 pairs from IEDB. Regression. Given a peptide amino acid sequence and an MHC pseudo amino acid sequence, predict their binding affinity value. This is MHC class II binding data. (1) The peptide sequence is GWIISNIFGAIPVLA. The MHC is HLA-DPA10201-DPB10101 with pseudo-sequence HLA-DPA10201-DPB10101. The binding affinity (normalized) is 0.687. (2) The peptide sequence is RCLHYTVDKSKPK. The binding affinity (normalized) is 0.362. The MHC is H-2-IEd with pseudo-sequence H-2-IEd. (3) The peptide sequence is SVIEKMNTQFTAVGKE. The MHC is DRB1_0401 with pseudo-sequence DRB1_0401. The binding affinity (normalized) is 0.220. (4) The peptide sequence is PRFLEQVKHECHF. The MHC is DRB1_0701 with pseudo-sequence DRB1_0701. The binding affinity (normalized) is 0.505. (5) The peptide sequence is KAAVAAAASVPAADK. The MHC is DRB4_0101 with pseudo-sequence DRB4_0103. The binding affinity (normalized) is 0.460. (6) The peptide sequence is KELQIVDKIDAAFKI. The MHC is DRB4_0101 with pseudo-sequence DRB4_0103. The binding affinity (normalized) is 0.596. (7) The MHC is HLA-DQA10501-DQB10402 with pseudo-sequence HLA-DQA10501-DQB10402. The peptide sequence is MKTGRRGSANGKTLG. The binding affinity (normalized) is 0. (8) The peptide sequence is TPAAPAGAEPAGKAT. The MHC is HLA-DQA10301-DQB10302 with pseudo-sequence HLA-DQA10301-DQB10302. The binding affinity (normalized) is 0.417. (9) The peptide sequence is IDLSIQNYHTFLIYI. The MHC is HLA-DPA10103-DPB10401 with pseudo-sequence HLA-DPA10103-DPB10401. The binding affinity (normalized) is 0.0639.